Dataset: Full USPTO retrosynthesis dataset with 1.9M reactions from patents (1976-2016). Task: Predict the reactants needed to synthesize the given product. Given the product [C:1]([C:4]1[C:9]([Cl:19])=[N:8][C:7]([CH3:11])=[C:6]([CH:5]=1)[C:12]([O:14][CH2:15][CH3:16])=[O:13])(=[O:3])[CH3:2], predict the reactants needed to synthesize it. The reactants are: [C:1]([C:4]1[C:9](=O)[NH:8][C:7]([CH3:11])=[C:6]([C:12]([O:14][CH2:15][CH3:16])=[O:13])[CH:5]=1)(=[O:3])[CH3:2].O=P(Cl)(Cl)[Cl:19].